Dataset: Catalyst prediction with 721,799 reactions and 888 catalyst types from USPTO. Task: Predict which catalyst facilitates the given reaction. (1) Reactant: [F:1][C:2]1[C:8]([N+:9]([O-:11])=[O:10])=[CH:7][C:5]([NH2:6])=[C:4]([O:12][CH3:13])[CH:3]=1.C(=O)([O-])[O-].[K+].[K+].[F:20][C:21]1[C:28]([F:29])=[CH:27][CH:26]=[C:25]([O:30][CH3:31])[C:22]=1[CH2:23]Br.O. Product: [F:1][C:2]1[C:8]([N+:9]([O-:11])=[O:10])=[CH:7][C:5]([NH:6][CH2:23][C:22]2[C:25]([O:30][CH3:31])=[CH:26][CH:27]=[C:28]([F:29])[C:21]=2[F:20])=[C:4]([O:12][CH3:13])[CH:3]=1. The catalyst class is: 9. (2) Reactant: [Br:1][C:2]1[CH:7]=[C:6]([NH:8][C:9]([NH:11][CH2:12][CH3:13])=[O:10])[N:5]=[CH:4][C:3]=1[C:14]1[CH:15]=[N:16][CH:17]=[C:18]([C:20]([NH:22][NH2:23])=[O:21])[CH:19]=1.[C:24](N1C=CN=C1)(N1C=CN=C1)=[O:25].C(N(C(C)C)CC)(C)C. Product: [Br:1][C:2]1[CH:7]=[C:6]([NH:8][C:9]([NH:11][CH2:12][CH3:13])=[O:10])[N:5]=[CH:4][C:3]=1[C:14]1[CH:15]=[N:16][CH:17]=[C:18]([C:20]2[O:21][C:24](=[O:25])[NH:23][N:22]=2)[CH:19]=1. The catalyst class is: 3. (3) Reactant: [OH-].[Na+].[NH2:3][CH:4]1[CH2:9][CH2:8][CH2:7][CH2:6][CH:5]1[NH:10][C:11]([NH:13][C:14]1[C:19]([Cl:20])=[CH:18][CH:17]=[CH:16][C:15]=1[Cl:21])=S.C1(C)C=CC(S(Cl)(=O)=O)=CC=1. Product: [Cl:21][C:15]1[CH:16]=[CH:17][CH:18]=[C:19]([Cl:20])[C:14]=1[N:13]=[C:11]1[NH:10][CH:5]2[CH2:6][CH2:7][CH2:8][CH2:9][CH:4]2[NH:3]1. The catalyst class is: 90. (4) Reactant: [C:1]([O:8]CC)(=[O:7])[C:2](OCC)=O.[O-]CC.[K+].[N+:15]([C:18]1[CH:23]=[CH:22][CH:21]=[C:20]([CH3:24])[C:19]=1C)([O-:17])=[O:16]. Product: [CH3:24][C:20]1[CH:21]=[CH:22][CH:23]=[C:18]([N+:15]([O-:17])=[O:16])[C:19]=1[CH2:2][C:1]([OH:8])=[O:7]. The catalyst class is: 28. (5) Reactant: [CH3:1][NH:2][C@H:3]([C:14]([OH:16])=[O:15])[C:4]([CH3:13])([CH3:12])[C:5]1[CH:10]=[CH:9][CH:8]=[C:7]([CH3:11])[CH:6]=1.Cl.[CH3:18]/[C:19](=[CH:25]\[C@@H:26]([N:30]([CH3:39])[C:31](=[O:38])[C@H:32]([C:34]([CH3:37])([CH3:36])[CH3:35])[NH2:33])[CH:27]([CH3:29])[CH3:28])/[C:20]([O:22][CH2:23][CH3:24])=[O:21].F[P-](F)(F)(F)(F)F.N1(O[P+](N2CCCC2)(N2CCCC2)N2CCCC2)C2C=CC=CC=2N=N1.C(N(C(C)C)CC)(C)C. Product: [CH3:1][NH:2][C@H:3]([C:14]([NH:33][C@H:32]([C:31]([N:30]([C@@H:26]([CH:27]([CH3:28])[CH3:29])/[CH:25]=[C:19](\[CH3:18])/[C:20]([O:22][CH2:23][CH3:24])=[O:21])[CH3:39])=[O:38])[C:34]([CH3:36])([CH3:37])[CH3:35])=[O:16])[C:4]([CH3:12])([CH3:13])[C:5]1[CH:10]=[CH:9][CH:8]=[C:7]([CH3:11])[CH:6]=1.[CH3:1][NH:2][C@@H:3]([C:14]([NH:33][C@H:32]([C:31]([N:30]([C@@H:26]([CH:27]([CH3:29])[CH3:28])/[CH:25]=[C:19](\[CH3:18])/[C:20]([O:22][CH2:23][CH3:24])=[O:21])[CH3:39])=[O:38])[C:34]([CH3:36])([CH3:35])[CH3:37])=[O:15])[C:4]([CH3:13])([CH3:12])[C:5]1[CH:10]=[CH:9][CH:8]=[C:7]([CH3:11])[CH:6]=1. The catalyst class is: 9. (6) Reactant: [Cl:1][C:2]1[N:7]=[CH:6][C:5]([CH2:8][C:9]2[C:18]3[C:13](=[CH:14][CH:15]=[CH:16][CH:17]=3)[N:12]=[C:11]([C:19]([NH:21][C@H:22]3[CH2:27][CH2:26][CH2:25][CH2:24][C@@H:23]3[OH:28])=[O:20])[CH:10]=2)=[CH:4][CH:3]=1.[CH3:29][S:30]([CH3:32])=O. Product: [Cl:1][C:2]1[N:7]=[CH:6][C:5]([CH2:8][C:9]2[C:18]3[C:13](=[CH:14][CH:15]=[CH:16][CH:17]=3)[N:12]=[C:11]([C:19]([NH:21][C@H:22]3[CH2:27][CH2:26][CH2:25][CH2:24][C@@H:23]3[OH:28])=[O:20])[CH:10]=2)=[CH:4][CH:3]=1.[OH:28][C@H:23]1[CH2:24][CH2:25][CH2:26][CH2:27][C@@H:22]1[NH:21][C:19]([C:11]1[CH:10]=[C:9]([CH2:8][C:5]2[CH:6]=[N:7][C:29]([S:30][CH3:32])=[CH:3][CH:4]=2)[C:18]2[C:13](=[CH:14][CH:15]=[CH:16][CH:17]=2)[N:12]=1)=[O:20]. The catalyst class is: 13. (7) Reactant: [C:1]1([CH3:11])[CH:6]=[CH:5][C:4]([S:7](Cl)(=[O:9])=[O:8])=[CH:3][CH:2]=1.[S:12]1[CH:16]=[CH:15][CH:14]=[C:13]1[CH2:17][CH2:18][OH:19].C(N(CC)CC)C. Product: [C:1]1([CH3:11])[CH:6]=[CH:5][C:4]([S:7]([O:19][CH2:18][CH2:17][C:13]2[S:12][CH:16]=[CH:15][CH:14]=2)(=[O:9])=[O:8])=[CH:3][CH:2]=1. The catalyst class is: 311.